This data is from Catalyst prediction with 721,799 reactions and 888 catalyst types from USPTO. The task is: Predict which catalyst facilitates the given reaction. (1) Reactant: [CH2:1](Br)[CH2:2][CH2:3][CH3:4].C([O-])(O)=O.[Na+].[NH2:11][C:12]1[CH:13]=[C:14]([OH:18])[CH:15]=[CH:16][CH:17]=1. Product: [CH2:1]([NH:11][C:12]1[CH:13]=[C:14]([OH:18])[CH:15]=[CH:16][CH:17]=1)[CH2:2][CH2:3][CH3:4]. The catalyst class is: 5. (2) Reactant: C([N:8]1[CH2:25][C:12]2([CH2:17][CH2:16][N:15]([C:18]([O:20][C:21]([CH3:24])([CH3:23])[CH3:22])=[O:19])[CH2:14][CH2:13]2)[O:11][CH:10]([C:26]2[CH:31]=[CH:30][CH:29]=[CH:28][CH:27]=2)[CH2:9]1)C1C=CC=CC=1.C([O-])=O.[NH4+]. Product: [C:26]1([CH:10]2[CH2:9][NH:8][CH2:25][C:12]3([CH2:13][CH2:14][N:15]([C:18]([O:20][C:21]([CH3:24])([CH3:22])[CH3:23])=[O:19])[CH2:16][CH2:17]3)[O:11]2)[CH:27]=[CH:28][CH:29]=[CH:30][CH:31]=1. The catalyst class is: 261. (3) Reactant: C[Si]([N-][Si](C)(C)C)(C)C.[Na+].[F:11][CH:12]1[CH:17]([OH:18])[CH2:16][CH2:15][N:14]([C:19]([O:21][C:22]([CH3:25])([CH3:24])[CH3:23])=[O:20])[CH2:13]1.Cl[C:27]1[N:32]=[CH:31][N:30]=[C:29]([N:33]2[C:41]3[C:36](=[CH:37][C:38]([C:42]([O:44]C)=[O:43])=[CH:39][CH:40]=3)[CH2:35][CH2:34]2)[C:28]=1[CH3:46]. Product: [C:22]([O:21][C:19]([N:14]1[CH2:15][CH2:16][CH:17]([O:18][C:27]2[N:32]=[CH:31][N:30]=[C:29]([N:33]3[C:41]4[C:36](=[CH:37][C:38]([C:42]([OH:44])=[O:43])=[CH:39][CH:40]=4)[CH2:35][CH2:34]3)[C:28]=2[CH3:46])[CH:12]([F:11])[CH2:13]1)=[O:20])([CH3:25])([CH3:24])[CH3:23]. The catalyst class is: 253.